The task is: Regression. Given a peptide amino acid sequence and an MHC pseudo amino acid sequence, predict their binding affinity value. This is MHC class II binding data.. This data is from Peptide-MHC class II binding affinity with 134,281 pairs from IEDB. (1) The peptide sequence is VKFHTQAFSAHGSGR. The MHC is DRB3_0202 with pseudo-sequence DRB3_0202. The binding affinity (normalized) is 0.593. (2) The peptide sequence is LGTCQTLTPMMSSKF. The MHC is DRB1_0301 with pseudo-sequence DRB1_0301. The binding affinity (normalized) is 0.141. (3) The peptide sequence is QEALEDFREFSRAKG. The MHC is HLA-DPA10201-DPB11401 with pseudo-sequence HLA-DPA10201-DPB11401. The binding affinity (normalized) is 0.188. (4) The peptide sequence is VPRRGPRGGPGRSYA. The MHC is DRB1_1302 with pseudo-sequence DRB1_1302. The binding affinity (normalized) is 0. (5) The peptide sequence is QTNGPWMQVPLEVKR. The MHC is HLA-DQA10201-DQB10402 with pseudo-sequence HLA-DQA10201-DQB10402. The binding affinity (normalized) is 0.377. (6) The MHC is DRB1_0101 with pseudo-sequence DRB1_0101. The binding affinity (normalized) is 0.638. The peptide sequence is LGNLFLHRFRIGEHL. (7) The peptide sequence is ATPEAKFDSFVAAFT. The MHC is DRB4_0101 with pseudo-sequence DRB4_0103. The binding affinity (normalized) is 0.590.